From a dataset of Forward reaction prediction with 1.9M reactions from USPTO patents (1976-2016). Predict the product of the given reaction. (1) Given the reactants [N:1]1[C:9]2[C:4](=[N:5][CH:6]=[CH:7][CH:8]=2)[N:3]([C:10]2[CH:15]=[CH:14][C:13]([CH2:16][C:17]([OH:19])=O)=[CH:12][CH:11]=2)[CH:2]=1.[C:20]([C:24]1[CH:25]=[C:26]([NH2:37])[N:27]([C:29]2[CH:34]=[CH:33][CH:32]=[CH:31][C:30]=2[CH2:35][CH3:36])[N:28]=1)([CH3:23])([CH3:22])[CH3:21], predict the reaction product. The product is: [C:20]([C:24]1[CH:25]=[C:26]([NH:37][C:17](=[O:19])[CH2:16][C:13]2[CH:12]=[CH:11][C:10]([N:3]3[C:4]4=[N:5][CH:6]=[CH:7][CH:8]=[C:9]4[N:1]=[CH:2]3)=[CH:15][CH:14]=2)[N:27]([C:29]2[CH:34]=[CH:33][CH:32]=[CH:31][C:30]=2[CH2:35][CH3:36])[N:28]=1)([CH3:23])([CH3:22])[CH3:21]. (2) The product is: [CH:38]1([NH:43][CH2:2][CH2:3][CH2:4][S:5]([N:8]2[CH2:13][CH2:12][CH:11]([C:14]3[C:22]4[C:17](=[C:18]([C:29]([NH2:31])=[O:30])[CH:19]=[C:20]([C:23]5[CH:28]=[CH:27][CH:26]=[CH:25][CH:24]=5)[CH:21]=4)[NH:16][N:15]=3)[CH2:10][CH2:9]2)(=[O:7])=[O:6])[CH2:42][CH2:41][CH2:40][CH2:39]1. Given the reactants Cl[CH2:2][CH2:3][CH2:4][S:5]([N:8]1[CH2:13][CH2:12][CH:11]([C:14]2[C:22]3[C:17](=[C:18]([C:29]([NH2:31])=[O:30])[CH:19]=[C:20]([C:23]4[CH:28]=[CH:27][CH:26]=[CH:25][CH:24]=4)[CH:21]=3)[NH:16][N:15]=2)[CH2:10][CH2:9]1)(=[O:7])=[O:6].C([O-])([O-])=O.[K+].[K+].[CH:38]1([NH2:43])[CH2:42][CH2:41][CH2:40][CH2:39]1.[I-].[Na+], predict the reaction product. (3) Given the reactants [CH2:1]([O:8][C:9]([N:11]1[CH2:17][CH2:16][C:15](=[O:18])[N:14]([C@H:19]([C:30]([O:32][CH3:33])=[O:31])[CH2:20][CH2:21][O:22]CC2C=CC=CC=2)[CH2:13][CH2:12]1)=[O:10])[C:2]1[CH:7]=[CH:6][CH:5]=[CH:4][CH:3]=1.C1(C)C=CC=CC=1.B(Cl)(Cl)Cl, predict the reaction product. The product is: [CH2:1]([O:8][C:9]([N:11]1[CH2:17][CH2:16][C:15](=[O:18])[N:14]([C@H:19]([C:30]([O:32][CH3:33])=[O:31])[CH2:20][CH2:21][OH:22])[CH2:13][CH2:12]1)=[O:10])[C:2]1[CH:3]=[CH:4][CH:5]=[CH:6][CH:7]=1.